Dataset: Forward reaction prediction with 1.9M reactions from USPTO patents (1976-2016). Task: Predict the product of the given reaction. (1) Given the reactants [F:1][C:2]1[CH:10]=[CH:9][C:5]([C:6]([OH:8])=O)=[CH:4][CH:3]=1.CN(C(ON1N=NC2C=CC=NC1=2)=[N+](C)C)C.F[P-](F)(F)(F)(F)F.C(N(C(C)C)C(C)C)C.[CH3:44][O:45][C:46]1[C:51]2[N:52]=[C:53]([NH2:55])[S:54][C:50]=2[C:49]([N:56]([CH3:58])[CH3:57])=[CH:48][CH:47]=1, predict the reaction product. The product is: [CH3:57][N:56]([CH3:58])[C:49]1[C:50]2[S:54][C:53]([NH:55][C:6](=[O:8])[C:5]3[CH:4]=[CH:3][C:2]([F:1])=[CH:10][CH:9]=3)=[N:52][C:51]=2[C:46]([O:45][CH3:44])=[CH:47][CH:48]=1. (2) Given the reactants [CH3:1][O:2][C:3]1[CH:12]=[CH:11][C:10]([C:13]2[N:14]=[N:15][N:16]([CH3:18])[N:17]=2)=[CH:9][C:4]=1[C:5](OC)=[O:6].[H-].C([Al+]CC(C)C)C(C)C, predict the reaction product. The product is: [CH3:1][O:2][C:3]1[CH:12]=[CH:11][C:10]([C:13]2[N:14]=[N:15][N:16]([CH3:18])[N:17]=2)=[CH:9][C:4]=1[CH2:5][OH:6]. (3) Given the reactants [CH:1]([Si:4]([CH:36]([CH3:38])[CH3:37])([CH:33]([CH3:35])[CH3:34])[O:5][C@H:6]1[CH2:11][CH2:10][CH2:9][N:8]([C:12]2[N:16]3[CH:17]=[C:18]([O:21][C@H:22]4[C:31]5[C:26](=[CH:27][CH:28]=[CH:29][CH:30]=5)[C@@H:25]([NH2:32])[CH2:24][CH2:23]4)[CH:19]=[CH:20][C:15]3=[N:14][N:13]=2)[CH2:7]1)([CH3:3])[CH3:2].ClC(Cl)(Cl)C[O:42][C:43](=O)[NH:44][C:45]1[N:46]([C:54]2[CH:59]=[CH:58][C:57]([CH3:60])=[CH:56][CH:55]=2)[N:47]=[C:48]([C:50]([CH3:53])([CH3:52])[CH3:51])[CH:49]=1.CCN(C(C)C)C(C)C, predict the reaction product. The product is: [C:50]([C:48]1[CH:49]=[C:45]([NH:44][C:43]([NH:32][C@@H:25]2[C:26]3[C:31](=[CH:30][CH:29]=[CH:28][CH:27]=3)[C@H:22]([O:21][C:18]3[CH:19]=[CH:20][C:15]4[N:16]([C:12]([N:8]5[CH2:9][CH2:10][CH2:11][C@H:6]([O:5][Si:4]([CH:1]([CH3:3])[CH3:2])([CH:33]([CH3:35])[CH3:34])[CH:36]([CH3:38])[CH3:37])[CH2:7]5)=[N:13][N:14]=4)[CH:17]=3)[CH2:23][CH2:24]2)=[O:42])[N:46]([C:54]2[CH:59]=[CH:58][C:57]([CH3:60])=[CH:56][CH:55]=2)[N:47]=1)([CH3:53])([CH3:51])[CH3:52]. (4) Given the reactants [CH:1]12[CH2:7][CH:4]([CH2:5][CH2:6]1)[C:3]1[C:8]([O:10][C:11](=[O:12])[C:2]2=1)=[O:9].C(OC)(=O)C=C, predict the reaction product. The product is: [CH2:1]=[CH2:2].[CH:1]12[CH2:7][CH:4]([CH2:5][CH2:6]1)[C:3]1[C:8]([O:10][C:11](=[O:12])[C:2]2=1)=[O:9]. (5) The product is: [Cl:9][C:10]1[CH:11]=[C:12]2[C:16](=[CH:17][CH:18]=1)[NH:15][CH:14]=[C:13]2[CH2:19][CH2:20][NH:21][C:23](=[O:29])[C:24]([OH:26])=[O:25]. Given the reactants C(N(CC)CC)C.Cl.[Cl:9][C:10]1[CH:11]=[C:12]2[C:16](=[CH:17][CH:18]=1)[NH:15][CH:14]=[C:13]2[CH2:19][CH2:20][NH2:21].Cl[C:23](=[O:29])[C:24]([O:26]CC)=[O:25].[OH-].[Na+].Cl, predict the reaction product. (6) Given the reactants [Cl:1][C:2]1[CH:3]=[C:4]([CH:7]=[CH:8][C:9]=1[Cl:10])[CH:5]=O.C[Si]([N-:15][Si](C)(C)C)(C)C.[Li+].CC(C)(O)[C:23]#[N:24].C([O-])(O)=O.[Na+], predict the reaction product. The product is: [NH2:15][CH:5]([C:4]1[CH:7]=[CH:8][C:9]([Cl:10])=[C:2]([Cl:1])[CH:3]=1)[C:23]#[N:24]. (7) The product is: [NH2:12][C:9]1[CH:10]=[CH:11][C:6]([S:3]([CH2:1][CH3:2])(=[O:5])=[O:4])=[C:7]([CH:15]2[CH2:19][CH2:18][CH2:17][N:16]2[C:20]([O:22][C:23]([CH3:26])([CH3:25])[CH3:24])=[O:21])[CH:8]=1. Given the reactants [CH2:1]([S:3]([C:6]1[CH:11]=[CH:10][C:9]([N+:12]([O-])=O)=[CH:8][C:7]=1[C:15]1[N:16]([C:20]([O:22][C:23]([CH3:26])([CH3:25])[CH3:24])=[O:21])[CH:17]=[CH:18][CH:19]=1)(=[O:5])=[O:4])[CH3:2], predict the reaction product. (8) Given the reactants Cl.[C:2]([C:5]1[CH:21]=[CH:20][C:8]([CH2:9][NH:10][C:11](=[O:19])[C:12]2[CH:17]=[CH:16][CH:15]=[C:14]([Cl:18])[CH:13]=2)=[C:7]([NH:22][CH2:23][C:24](=[O:32])[NH:25][C:26]2[CH:27]=[N:28][CH:29]=[CH:30][CH:31]=2)[CH:6]=1)(=[NH:4])[NH2:3].Cl[C:34]([O:36][CH2:37][CH3:38])=[O:35].C(N(CC)CC)C, predict the reaction product. The product is: [CH2:37]([O:36][C:34](=[O:35])/[N:4]=[C:2](\[NH2:3])/[C:5]1[CH:21]=[CH:20][C:8]([CH2:9][NH:10][C:11](=[O:19])[C:12]2[CH:17]=[CH:16][CH:15]=[C:14]([Cl:18])[CH:13]=2)=[C:7]([NH:22][CH2:23][C:24](=[O:32])[NH:25][C:26]2[CH:27]=[N:28][CH:29]=[CH:30][CH:31]=2)[CH:6]=1)[CH3:38]. (9) Given the reactants C(OC(=O)[NH:7][CH2:8][C@H:9]1[CH2:14][CH2:13][C@H:12]([O:15][C:16]2[C:25]3[C:20](=[C:21]([F:26])[CH:22]=[CH:23][CH:24]=3)[N:19]=[CH:18][CH:17]=2)[CH2:11][CH2:10]1)(C)(C)C.FC(F)(F)C(O)=O, predict the reaction product. The product is: [F:26][C:21]1[CH:22]=[CH:23][CH:24]=[C:25]2[C:20]=1[N:19]=[CH:18][CH:17]=[C:16]2[O:15][C@H:12]1[CH2:11][CH2:10][C@H:9]([CH2:8][NH2:7])[CH2:14][CH2:13]1.